Dataset: Forward reaction prediction with 1.9M reactions from USPTO patents (1976-2016). Task: Predict the product of the given reaction. Given the reactants [NH2:1][C:2]1[CH:12]=[CH:11][C:10]([Br:13])=[CH:9][C:3]=1[C:4]([N:6]([CH3:8])[CH3:7])=[O:5].C(=O)([O-])[O-].[Cs+].[Cs+].Br[C:21]1[CH:22]=[N:23][CH:24]=[N:25][CH:26]=1, predict the reaction product. The product is: [Br:13][C:10]1[CH:11]=[CH:12][C:2]([NH:1][C:21]2[CH:22]=[N:23][CH:24]=[N:25][CH:26]=2)=[C:3]([CH:9]=1)[C:4]([N:6]([CH3:7])[CH3:8])=[O:5].